This data is from Full USPTO retrosynthesis dataset with 1.9M reactions from patents (1976-2016). The task is: Predict the reactants needed to synthesize the given product. (1) Given the product [CH:27]1([NH:31][C:8]([C:7]2[C:2](=[O:1])[NH:3][C:4]([C:11]([F:14])([F:13])[F:12])=[CH:5][CH:6]=2)=[O:10])[CH2:30][CH2:29][CH2:28]1, predict the reactants needed to synthesize it. The reactants are: [O:1]=[C:2]1[C:7]([C:8]([OH:10])=O)=[CH:6][CH:5]=[C:4]([C:11]([F:14])([F:13])[F:12])[NH:3]1.C1N=CN(C(N2C=NC=C2)=O)C=1.[CH:27]1([NH2:31])[CH2:30][CH2:29][CH2:28]1. (2) Given the product [F:1][C:2]1[C:7]([F:8])=[CH:6][CH:5]=[CH:4][C:3]=1[C:9]1[N:37]=[C:12]2[CH:13]=[N:14][N:15]([CH2:17][C:18]3[N:23]=[C:22]([OH:54])[C:21]([C:25]4[CH:30]=[CH:29][C:28]([O:31][CH3:32])=[CH:27][C:26]=4[C:33]([F:36])([F:35])[F:34])=[CH:20][CH:19]=3)[CH:16]=[C:11]2[N:10]=1, predict the reactants needed to synthesize it. The reactants are: [F:1][C:2]1[C:7]([F:8])=[CH:6][CH:5]=[CH:4][C:3]=1[C:9]1[N:37]=[C:12]2[CH:13]=[N:14][N:15]([CH2:17][C:18]3[N:23]=[C:22](N)[C:21]([C:25]4[CH:30]=[CH:29][C:28]([O:31][CH3:32])=[CH:27][C:26]=4[C:33]([F:36])([F:35])[F:34])=[CH:20][CH:19]=3)[CH:16]=[C:11]2[N:10]=1.N([O-])=O.[Na+].N1C=CC=CC1=O.C([O-])(=O)C.[Li+].[OH-:54].